From a dataset of Forward reaction prediction with 1.9M reactions from USPTO patents (1976-2016). Predict the product of the given reaction. (1) The product is: [CH2:1]([N:8]1[CH2:13][C:12]2([CH2:18][CH2:17][N:16]([C:19]3[CH:20]=[CH:21][C:22]([O:25][CH2:29][CH2:30][CH2:31][N:32]4[CH2:36][CH2:35][CH2:34][CH2:33]4)=[CH:23][CH:24]=3)[CH2:15][CH2:14]2)[O:11][CH2:10][C:9]1=[O:26])[C:2]1[CH:7]=[CH:6][CH:5]=[CH:4][CH:3]=1. Given the reactants [CH2:1]([N:8]1[CH2:13][C:12]2([CH2:18][CH2:17][N:16]([C:19]3[CH:24]=[CH:23][C:22]([OH:25])=[CH:21][CH:20]=3)[CH2:15][CH2:14]2)[O:11][CH2:10][C:9]1=[O:26])[C:2]1[CH:7]=[CH:6][CH:5]=[CH:4][CH:3]=1.Br.Br[CH2:29][CH2:30][CH2:31][N:32]1[CH2:36][CH2:35][CH2:34][CH2:33]1, predict the reaction product. (2) Given the reactants C(O[C:4]([C:6]1[CH:11]=[C:10]([C:12]2[CH:17]=[C:16]([F:18])[CH:15]=[C:14]([F:19])[CH:13]=2)[CH:9]=[C:8]([CH3:20])[N:7]=1)=[O:5])C.[NH2:21][C:22]1[S:23][CH:24]=[C:25]([C:27]#[N:28])[N:26]=1, predict the reaction product. The product is: [C:27]([C:25]1[N:26]=[C:22]([NH:21][C:4]([C:6]2[CH:11]=[C:10]([C:12]3[CH:13]=[C:14]([F:19])[CH:15]=[C:16]([F:18])[CH:17]=3)[CH:9]=[C:8]([CH3:20])[N:7]=2)=[O:5])[S:23][CH:24]=1)#[N:28]. (3) Given the reactants [CH3:1][CH:2]1[C:11](=[N:12][CH2:13][C:14]2[CH:19]=[CH:18][CH:17]=[CH:16][CH:15]=2)[CH2:10][CH2:9][C:4]2([O:8][CH2:7][CH2:6][O:5]2)[CH2:3]1.[BH4-].[Na+], predict the reaction product. The product is: [CH2:13]([NH:12][C@@H:11]1[CH2:10][CH2:9][C:4]2([O:5][CH2:6][CH2:7][O:8]2)[CH2:3][C@H:2]1[CH3:1])[C:14]1[CH:15]=[CH:16][CH:17]=[CH:18][CH:19]=1. (4) Given the reactants [CH3:1][O:2][C:3]1[CH:4]=[C:5]([CH:8]=[CH:9][C:10]=1[N:11]1[CH:15]=[C:14]([CH3:16])[N:13]=[CH:12]1)[CH:6]=O.[C:17]([O:21][C:22](=[O:36])[CH:23](P(OCC)(OCC)=O)[CH2:24][CH2:25][CH2:26][Cl:27])([CH3:20])([CH3:19])[CH3:18].O.[OH-].[Li+].O, predict the reaction product. The product is: [C:17]([O:21][C:22](=[O:36])/[C:23](=[CH:6]/[C:5]1[CH:8]=[CH:9][C:10]([N:11]2[CH:15]=[C:14]([CH3:16])[N:13]=[CH:12]2)=[C:3]([O:2][CH3:1])[CH:4]=1)/[CH2:24][CH2:25][CH2:26][Cl:27])([CH3:20])([CH3:18])[CH3:19].